From a dataset of CYP2D6 inhibition data for predicting drug metabolism from PubChem BioAssay. Regression/Classification. Given a drug SMILES string, predict its absorption, distribution, metabolism, or excretion properties. Task type varies by dataset: regression for continuous measurements (e.g., permeability, clearance, half-life) or binary classification for categorical outcomes (e.g., BBB penetration, CYP inhibition). Dataset: cyp2d6_veith. (1) The drug is Cc1cnc(CNc2cc(-c3cccc(NS(C)(=O)=O)c3)ncn2)cn1. The result is 0 (non-inhibitor). (2) The compound is COc1ccc(/C=C(/NC(C)=O)C(=O)O)cc1. The result is 0 (non-inhibitor). (3) The drug is COC(=O)Cn1c(=O)c2c(nc(Br)n2Cc2ccccc2Cl)n(C)c1=O. The result is 0 (non-inhibitor). (4) The drug is FC(F)(F)c1nnc2c(Sc3ccccc3)nc3ccc(Cl)cc3n12. The result is 0 (non-inhibitor). (5) The drug is O=C(NC1CCCCC1)C(c1cccs1)N(Cc1cccs1)C(=O)c1ccco1. The result is 1 (inhibitor).